This data is from Catalyst prediction with 721,799 reactions and 888 catalyst types from USPTO. The task is: Predict which catalyst facilitates the given reaction. Reactant: Cl.Cl.[NH2:3][CH:4]([C:16]1[CH:21]=[CH:20][C:19]([Cl:22])=[CH:18][CH:17]=1)[C:5]([O:7][C@@H:8]1[CH:13]2[CH2:14][CH2:15][N:10]([CH2:11][CH2:12]2)[CH2:9]1)=[O:6].C(N(CC)CC)C.[C:30](Cl)(=[O:37])[C:31]1[CH:36]=[CH:35][CH:34]=[CH:33][CH:32]=1. Product: [C:30]([NH:3][CH:4]([C:16]1[CH:17]=[CH:18][C:19]([Cl:22])=[CH:20][CH:21]=1)[C:5]([O:7][C@@H:8]1[CH:13]2[CH2:12][CH2:11][N:10]([CH2:15][CH2:14]2)[CH2:9]1)=[O:6])(=[O:37])[C:31]1[CH:36]=[CH:35][CH:34]=[CH:33][CH:32]=1. The catalyst class is: 2.